From a dataset of Catalyst prediction with 721,799 reactions and 888 catalyst types from USPTO. Predict which catalyst facilitates the given reaction. (1) Reactant: [F:1][C:2]1([F:40])[CH2:7][CH2:6][CH:5]([NH:8][C:9]([C:11]2[C:15]([CH2:16][OH:17])=[C:14]([C:18]3[CH:23]=[CH:22][C:21]([O:24][Si](C(C)(C)C)(C)C)=[CH:20][CH:19]=3)[N:13]([C:32]3[CH:37]=[CH:36][C:35]([Cl:38])=[CH:34][C:33]=3[Cl:39])[N:12]=2)=[O:10])[CH2:4][CH2:3]1. Product: [F:40][C:2]1([F:1])[CH2:7][CH2:6][CH:5]([NH:8][C:9]([C:11]2[C:15]([CH2:16][OH:17])=[C:14]([C:18]3[CH:19]=[CH:20][C:21]([OH:24])=[CH:22][CH:23]=3)[N:13]([C:32]3[CH:37]=[CH:36][C:35]([Cl:38])=[CH:34][C:33]=3[Cl:39])[N:12]=2)=[O:10])[CH2:4][CH2:3]1. The catalyst class is: 10. (2) Reactant: [OH:1][CH:2]1[CH2:5][N:4]([C:6]([O:8][C:9]([CH3:12])([CH3:11])[CH3:10])=[O:7])[CH2:3]1.[C:13]1([CH3:23])[CH:18]=[CH:17][C:16]([S:19](Cl)(=[O:21])=[O:20])=[CH:15][CH:14]=1. Product: [C:13]1([CH3:23])[CH:18]=[CH:17][C:16]([S:19]([O:1][CH:2]2[CH2:3][N:4]([C:6]([O:8][C:9]([CH3:12])([CH3:11])[CH3:10])=[O:7])[CH2:5]2)(=[O:21])=[O:20])=[CH:15][CH:14]=1. The catalyst class is: 17. (3) Reactant: [CH3:1][O:2][C:3](=[O:29])/[C:4](/[CH3:28])=[CH:5]/[C:6]1[CH:27]=[CH:26][C:9]2[C:10]3[N:14]([CH2:15][CH2:16][O:17][C:8]=2[CH:7]=1)[CH:13]=[C:12]([C:18]1[N:19]([CH:23]([CH3:25])[CH3:24])[N:20]=[CH:21][N:22]=1)[N:11]=3. Product: [CH3:1][O:2][C:3](=[O:29])[CH:4]([CH3:28])[CH2:5][C:6]1[CH:27]=[CH:26][C:9]2[C:10]3[N:14]([CH2:15][CH2:16][O:17][C:8]=2[CH:7]=1)[CH:13]=[C:12]([C:18]1[N:19]([CH:23]([CH3:24])[CH3:25])[N:20]=[CH:21][N:22]=1)[N:11]=3. The catalyst class is: 45. (4) Reactant: [C:1]1([CH2:7][C:8]([NH:10][NH2:11])=[O:9])[CH:6]=[CH:5][CH:4]=[CH:3][CH:2]=1.C(O[C:15](=[NH:21])[C:16]([O:18][CH2:19][CH3:20])=[O:17])C. Product: [CH2:19]([O:18][C:16](=[O:17])[C:15](=[N:11][NH:10][C:8](=[O:9])[CH2:7][C:1]1[CH:6]=[CH:5][CH:4]=[CH:3][CH:2]=1)[NH2:21])[CH3:20]. The catalyst class is: 14. (5) Reactant: [H-].[Na+].[F:3][C:4]1[C:5]([CH2:16][N:17]([CH3:25])[C:18](=[O:24])[O:19][C:20]([CH3:23])([CH3:22])[CH3:21])=[CH:6][NH:7][C:8]=1[C:9]1[C:10]([F:15])=[N:11][CH:12]=[CH:13][CH:14]=1.C1OCCOCCOCCOCCOC1.[F:41][C:42]1[CH:43]=[CH:44][C:45]([S:48](F)(=[O:50])=[O:49])=[N:46][CH:47]=1. The catalyst class is: 30. Product: [F:3][C:4]1[C:5]([CH2:16][N:17]([CH3:25])[C:18](=[O:24])[O:19][C:20]([CH3:21])([CH3:22])[CH3:23])=[CH:6][N:7]([S:48]([C:45]2[CH:44]=[CH:43][C:42]([F:41])=[CH:47][N:46]=2)(=[O:50])=[O:49])[C:8]=1[C:9]1[C:10]([F:15])=[N:11][CH:12]=[CH:13][CH:14]=1. (6) Reactant: [NH2:1][C:2]1[CH:3]=[C:4]2[C:20](=[O:21])[NH:19][N:18]=[CH:17][C:6]3=[C:7]([C:11]4[CH:16]=[CH:15][CH:14]=[CH:13][CH:12]=4)[NH:8][C:9]([CH:10]=1)=[C:5]23.[C:22]1(/[CH:28]=[CH:29]/[CH2:30][C:31](O)=[O:32])[CH:27]=[CH:26][CH:25]=[CH:24][CH:23]=1.C(N(CC)CC)C.F[P-](F)(F)(F)(F)F.N1(OC(N(C)C)=[N+](C)C)C2N=CC=CC=2N=N1. Product: [O:21]=[C:20]1[C:4]2[C:5]3[C:6](=[C:7]([C:11]4[CH:12]=[CH:13][CH:14]=[CH:15][CH:16]=4)[NH:8][C:9]=3[CH:10]=[C:2]([NH:1][C:31](=[O:32])[CH2:30]/[CH:29]=[CH:28]/[C:22]3[CH:27]=[CH:26][CH:25]=[CH:24][CH:23]=3)[CH:3]=2)[CH:17]=[N:18][NH:19]1. The catalyst class is: 306.